This data is from Reaction yield outcomes from USPTO patents with 853,638 reactions. The task is: Predict the reaction yield, written as a fraction of the theoretical maximum amount of product (1.0 means a 100% yield; for example, 0.34 means a 34% yield). The reactants are [CH3:1][C:2]1[CH:7]=[C:6]([C:8]2[CH:9]=[CH:10][C:11]3[N:17]4[CH2:18][C@H:14]([CH2:15][CH2:16]4)[NH:13][C:12]=3[N:19]=2)[CH:5]=[CH:4][N:3]=1.ClC(Cl)(O[C:24](=[O:30])OC(Cl)(Cl)Cl)Cl.C(N(CC)CC)C.[CH3:39][N:40]1[CH2:45][CH2:44][NH:43][CH2:42][CH2:41]1. The catalyst is O1CCCC1.C(Cl)Cl.CO. The product is [CH3:39][N:40]1[CH2:45][CH2:44][N:43]([C:24]([N:13]2[C@@H:14]3[CH2:18][N:17]([CH2:16][CH2:15]3)[C:11]3[CH:10]=[CH:9][C:8]([C:6]4[CH:5]=[CH:4][N:3]=[C:2]([CH3:1])[CH:7]=4)=[N:19][C:12]2=3)=[O:30])[CH2:42][CH2:41]1. The yield is 0.366.